This data is from NCI-60 drug combinations with 297,098 pairs across 59 cell lines. The task is: Regression. Given two drug SMILES strings and cell line genomic features, predict the synergy score measuring deviation from expected non-interaction effect. (1) Drug 2: C(CN)CNCCSP(=O)(O)O. Synergy scores: CSS=32.4, Synergy_ZIP=0.129, Synergy_Bliss=-2.79, Synergy_Loewe=-32.6, Synergy_HSA=-5.37. Cell line: U251. Drug 1: C1CN1C2=NC(=NC(=N2)N3CC3)N4CC4. (2) Drug 1: C1CCN(CC1)CCOC2=CC=C(C=C2)C(=O)C3=C(SC4=C3C=CC(=C4)O)C5=CC=C(C=C5)O. Drug 2: CC1=C(C=C(C=C1)NC2=NC=CC(=N2)N(C)C3=CC4=NN(C(=C4C=C3)C)C)S(=O)(=O)N.Cl. Cell line: RXF 393. Synergy scores: CSS=4.62, Synergy_ZIP=0.491, Synergy_Bliss=3.14, Synergy_Loewe=4.33, Synergy_HSA=4.00. (3) Drug 1: CN1CCC(CC1)COC2=C(C=C3C(=C2)N=CN=C3NC4=C(C=C(C=C4)Br)F)OC. Drug 2: CCC1(CC2CC(C3=C(CCN(C2)C1)C4=CC=CC=C4N3)(C5=C(C=C6C(=C5)C78CCN9C7C(C=CC9)(C(C(C8N6C)(C(=O)OC)O)OC(=O)C)CC)OC)C(=O)OC)O.OS(=O)(=O)O. Cell line: PC-3. Synergy scores: CSS=25.3, Synergy_ZIP=5.25, Synergy_Bliss=7.74, Synergy_Loewe=-7.08, Synergy_HSA=8.70. (4) Drug 1: CC1=C2C(C(=O)C3(C(CC4C(C3C(C(C2(C)C)(CC1OC(=O)C(C(C5=CC=CC=C5)NC(=O)OC(C)(C)C)O)O)OC(=O)C6=CC=CC=C6)(CO4)OC(=O)C)OC)C)OC. Drug 2: C#CCC(CC1=CN=C2C(=N1)C(=NC(=N2)N)N)C3=CC=C(C=C3)C(=O)NC(CCC(=O)O)C(=O)O. Cell line: COLO 205. Synergy scores: CSS=46.0, Synergy_ZIP=1.48, Synergy_Bliss=-1.92, Synergy_Loewe=-2.36, Synergy_HSA=-1.80. (5) Drug 1: CNC(=O)C1=NC=CC(=C1)OC2=CC=C(C=C2)NC(=O)NC3=CC(=C(C=C3)Cl)C(F)(F)F. Drug 2: CCC1(C2=C(COC1=O)C(=O)N3CC4=CC5=C(C=CC(=C5CN(C)C)O)N=C4C3=C2)O.Cl. Cell line: SF-295. Synergy scores: CSS=53.2, Synergy_ZIP=4.11, Synergy_Bliss=-1.71, Synergy_Loewe=-34.8, Synergy_HSA=2.70. (6) Drug 1: C1CC(C1)(C(=O)O)C(=O)O.[NH2-].[NH2-].[Pt+2]. Drug 2: C1CC(=O)NC(=O)C1N2C(=O)C3=CC=CC=C3C2=O. Cell line: MDA-MB-231. Synergy scores: CSS=6.17, Synergy_ZIP=-1.75, Synergy_Bliss=3.08, Synergy_Loewe=-3.27, Synergy_HSA=0.111. (7) Drug 1: CC1C(C(CC(O1)OC2CC(CC3=C2C(=C4C(=C3O)C(=O)C5=C(C4=O)C(=CC=C5)OC)O)(C(=O)C)O)N)O.Cl. Drug 2: C1=C(C(=O)NC(=O)N1)N(CCCl)CCCl. Cell line: DU-145. Synergy scores: CSS=11.9, Synergy_ZIP=-4.20, Synergy_Bliss=-0.0569, Synergy_Loewe=-6.02, Synergy_HSA=-0.118. (8) Drug 1: CC1=C(C=C(C=C1)C(=O)NC2=CC(=CC(=C2)C(F)(F)F)N3C=C(N=C3)C)NC4=NC=CC(=N4)C5=CN=CC=C5. Drug 2: C1CCC(C(C1)N)N.C(=O)(C(=O)[O-])[O-].[Pt+4]. Cell line: SNB-75. Synergy scores: CSS=2.38, Synergy_ZIP=-1.63, Synergy_Bliss=-0.329, Synergy_Loewe=1.56, Synergy_HSA=0.617. (9) Drug 1: C1=NC(=NC(=O)N1C2C(C(C(O2)CO)O)O)N. Drug 2: C1CN1C2=NC(=NC(=N2)N3CC3)N4CC4. Cell line: HCT116. Synergy scores: CSS=60.9, Synergy_ZIP=-2.53, Synergy_Bliss=-2.92, Synergy_Loewe=-0.0285, Synergy_HSA=4.43.